From a dataset of Acute oral toxicity (LD50) regression data from Zhu et al.. Regression/Classification. Given a drug SMILES string, predict its toxicity properties. Task type varies by dataset: regression for continuous values (e.g., LD50, hERG inhibition percentage) or binary classification for toxic/non-toxic outcomes (e.g., AMES mutagenicity, cardiotoxicity, hepatotoxicity). Dataset: ld50_zhu. (1) The drug is CC=CC(=O)OC(C=CC)OC(=O)C=CC. The rat oral LD50 is 1.94, given as -log10 of the dose in mol/kg body weight (higher means more acutely toxic). (2) The molecule is C=C(Cl)c1ccc([N+](=O)[O-])cc1. The rat oral LD50 is 2.41, given as -log10 of the dose in mol/kg body weight (higher means more acutely toxic). (3) The molecule is CNC(=O)C(Cl)C(C)=O. The rat oral LD50 is 2.33, given as -log10 of the dose in mol/kg body weight (higher means more acutely toxic).